This data is from Reaction yield outcomes from USPTO patents with 853,638 reactions. The task is: Predict the reaction yield, written as a fraction of the theoretical maximum amount of product (1.0 means a 100% yield; for example, 0.34 means a 34% yield). No catalyst specified. The yield is 0.180. The product is [C:14]1([NH:20][CH2:21][C@H:22]2[CH2:26][CH2:25][CH2:24][N:23]2[C:6]2[C:7]3[C:12](=[CH:11][CH:10]=[CH:9][CH:8]=3)[C:3]([C:1]#[N:2])=[CH:4][CH:5]=2)[CH:15]=[CH:16][CH:17]=[CH:18][CH:19]=1. The reactants are [C:1]([C:3]1[C:12]2[C:7](=[CH:8][CH:9]=[CH:10][CH:11]=2)[C:6](F)=[CH:5][CH:4]=1)#[N:2].[C:14]1([NH:20][CH2:21][C@H:22]2[CH2:26][CH2:25][CH2:24][NH:23]2)[CH:19]=[CH:18][CH:17]=[CH:16][CH:15]=1.